From a dataset of Forward reaction prediction with 1.9M reactions from USPTO patents (1976-2016). Predict the product of the given reaction. (1) Given the reactants C[O:2][C:3](=[O:17])[CH:4]([CH2:13][CH:14]([CH3:16])[CH3:15])[CH2:5][C:6]([O:8][C:9]([CH3:12])([CH3:11])[CH3:10])=[O:7], predict the reaction product. The product is: [C:9]([O:8][C:6](=[O:7])[CH2:5][CH:4]([CH2:13][CH:14]([CH3:15])[CH3:16])[C:3]([OH:17])=[O:2])([CH3:12])([CH3:11])[CH3:10]. (2) The product is: [F:1][C:2]1[C:10]([C:11]2[CH:16]=[CH:15][CH:14]=[C:13]([F:17])[CH:12]=2)=[CH:9][C:8]([CH3:18])=[CH:7][C:3]=1[C:4]([NH:25][C:26]1[C:31]([F:32])=[CH:30][CH:29]=[C:28]([OH:33])[C:27]=1[CH3:34])=[O:6]. Given the reactants [F:1][C:2]1[C:10]([C:11]2[CH:16]=[CH:15][CH:14]=[C:13]([F:17])[CH:12]=2)=[CH:9][C:8]([CH3:18])=[CH:7][C:3]=1[C:4]([OH:6])=O.C(Cl)(=O)C(Cl)=O.[NH2:25][C:26]1[C:27]([CH3:34])=[C:28]([OH:33])[CH:29]=[CH:30][C:31]=1[F:32].C([O-])([O-])=O.[K+].[K+], predict the reaction product. (3) Given the reactants C[C:2]1[CH:7]=[CH:6][C:5](C)=[CH:4][C:3]=1[C:9]1[CH:14]=[CH:13][CH:12]=[C:11](C)[CH:10]=1.B(O)O.P([O-])([O-])([O-])=O.[K+].[K+].[K+].ClC1C=CC(C)=CC=1.[O:35]1CCOC[CH2:36]1, predict the reaction product. The product is: [CH2:3]([C:9]1[CH:14]=[CH:13][C:12]([O:35][CH3:36])=[CH:11][CH:10]=1)[CH2:2][CH2:7][CH2:6][CH2:5][CH3:4].